Predict the reactants needed to synthesize the given product. From a dataset of Full USPTO retrosynthesis dataset with 1.9M reactions from patents (1976-2016). (1) Given the product [CH3:25][CH2:26][CH2:27][CH2:28][CH2:29][CH2:30][CH2:31][CH2:32][CH2:33][C:34]([OH:36])=[O:35].[CH3:27][CH2:28][CH2:29][CH2:30][CH2:31][CH2:32][CH2:33][C:34]([OH:36])=[O:35].[CH2:15]([OH:14])[CH:16]([OH:18])[CH2:74][OH:75], predict the reactants needed to synthesize it. The reactants are: C([O:14][CH2:15][C:16]([OH:18])=O)CCCCCCCCCC(C)C.CCCCCC[CH2:25][CH2:26][CH2:27][CH2:28][CH2:29][CH2:30][CH2:31][CH2:32][CH2:33][C:34]([O:36]C/C=C(/C=C/C=C(/C=C/C1C(C)(C)CCCC=1C)\C)\C)=[O:35].CC1CCCC(C)(C)C=1/C=C/C(/C)=C/C=C/C(/C)=C/[CH2:74][OH:75]. (2) Given the product [CH3:1][C:2]1[CH:7]=[CH:6][N:5]=[CH:4][C:3]=1[N:8]1[CH2:12][CH2:11][N:10]([C:27]2[CH:26]=[C:25]3[C:30](=[CH:29][CH:28]=2)[NH:21][C:22](=[O:32])[CH2:23][CH2:24]3)[C:9]1=[O:13], predict the reactants needed to synthesize it. The reactants are: [CH3:1][C:2]1[CH:7]=[CH:6][N:5]=[CH:4][C:3]=1[N:8]1[CH2:12][CH2:11][NH:10][C:9]1=[O:13].C(OC([N:21]1[C:30]2[C:25](=[CH:26][C:27](Br)=[CH:28][CH:29]=2)[CH2:24][CH2:23][C:22]1=[O:32])=O)(C)(C)C.N[C@@H]1CCCC[C@H]1N.C(=O)([O-])[O-].[K+].[K+]. (3) Given the product [N+:6]([C:18]1[CH:17]=[CH:16][C:15]2[O:10][CH2:11][CH2:12][S:13](=[O:20])(=[O:21])[C:14]=2[CH:19]=1)([O-:9])=[O:7], predict the reactants needed to synthesize it. The reactants are: OS(O)(=O)=O.[N+:6]([O-:9])(O)=[O:7].[O:10]1[C:15]2[CH:16]=[CH:17][CH:18]=[CH:19][C:14]=2[S:13](=[O:21])(=[O:20])[CH2:12][CH2:11]1. (4) Given the product [C:8]([C:6]1[CH:7]=[C:3]([C:1]([O:15][CH2:14][CH3:28])=[O:34])[N:4]([CH2:18][C:19]2[C:24]([CH3:25])=[CH:23][C:22]([CH3:26])=[CH:21][C:20]=2[CH3:27])[N:5]=1)([CH3:9])([CH3:10])[CH3:11], predict the reactants needed to synthesize it. The reactants are: [CH2:1]([C:3]1[CH2:7][C:6]([C:8]([CH3:11])([CH3:10])[CH3:9])=[N:5][N:4]=1)C.CN(C)[CH:14]=[O:15].Br[CH2:18][C:19]1[C:24]([CH3:25])=[CH:23][C:22]([CH3:26])=[CH:21][C:20]=1[CH3:27].[C:28]([O-])([O-])=O.[K+].[K+].[OH2:34].